From a dataset of Reaction yield outcomes from USPTO patents with 853,638 reactions. Predict the reaction yield, written as a fraction of the theoretical maximum amount of product (1.0 means a 100% yield; for example, 0.34 means a 34% yield). (1) The product is [CH:20]([C:10]1[NH:9][C:8]([C:4]2[CH:3]=[C:2]([C:34]3[CH:35]=[CH:36][C:37]([CH2:32][C:31]([NH:30][CH:27]4[CH2:26][CH2:25][N:24]([CH3:23])[CH2:29][CH2:28]4)=[O:47])=[CH:49][CH:33]=3)[CH:7]=[CH:6][CH:5]=2)=[C:12]([C:13]2[CH:18]=[CH:17][CH:16]=[C:15]([CH3:19])[N:14]=2)[N:11]=1)([CH3:22])[CH3:21]. The reactants are Br[C:2]1[CH:3]=[C:4]([C:8]2[N:9]=[C:10]([CH:20]([CH3:22])[CH3:21])[NH:11][C:12]=2[C:13]2[CH:18]=[CH:17][CH:16]=[C:15]([CH3:19])[N:14]=2)[CH:5]=[CH:6][CH:7]=1.[CH3:23][N:24]1[CH2:29][CH2:28][CH:27]([NH:30][C:31](=[O:47])[C:32]2[CH:37]=[CH:36][C:35](B3OC(C)(C)C(C)(C)O3)=[CH:34][CH:33]=2)[CH2:26][CH2:25]1.O.[CH3:49]OCCOC. No catalyst specified. The yield is 0.560. (2) The reactants are [CH3:1][O:2][CH:3]([O:16][CH3:17])[CH2:4][NH:5][C:6](=[O:15])[O:7][CH2:8][C:9]1[CH:14]=[CH:13][CH:12]=[CH:11][CH:10]=1.[OH-].[K+].[CH2:20](Br)[CH:21]=[CH2:22]. The catalyst is C1(C)C=CC=CC=1.[Cl-].C([N+](CC)(CC)CC)C1C=CC=CC=1. The product is [CH2:22]([N:5]([CH2:4][CH:3]([O:2][CH3:1])[O:16][CH3:17])[C:6](=[O:15])[O:7][CH2:8][C:9]1[CH:14]=[CH:13][CH:12]=[CH:11][CH:10]=1)[CH:21]=[CH2:20]. The yield is 0.750. (3) The reactants are [NH2:1][C:2]1[C:11]2[C:6](=[C:7](Br)[CH:8]=[CH:9][CH:10]=2)[N:5]=[N:4][C:3]=1[C:13]([NH:15][CH2:16][CH2:17][CH3:18])=[O:14].[Cl:19][C:20]1[CH:25]=[CH:24][C:23]([C:26]([F:29])([F:28])[F:27])=[CH:22][C:21]=1B(O)O. No catalyst specified. The product is [NH2:1][C:2]1[C:11]2[C:6](=[C:7]([C:21]3[CH:22]=[C:23]([C:26]([F:28])([F:29])[F:27])[CH:24]=[CH:25][C:20]=3[Cl:19])[CH:8]=[CH:9][CH:10]=2)[N:5]=[N:4][C:3]=1[C:13]([NH:15][CH2:16][CH2:17][CH3:18])=[O:14]. The yield is 0.440. (4) The reactants are Br[C:2]1[N:7]=[C:6]([CH:8]=[O:9])[CH:5]=[CH:4][CH:3]=1.[CH3:10][Si:11]([CH3:22])([CH3:21])[C:12]1[CH:13]=[C:14](B(O)O)[CH:15]=[CH:16][CH:17]=1.C(=O)([O-])[O-].[Cs+].[Cs+]. The catalyst is O1CCOCC1. The product is [CH3:10][Si:11]([CH3:22])([CH3:21])[C:12]1[CH:17]=[C:16]([C:2]2[N:7]=[C:6]([CH:8]=[O:9])[CH:5]=[CH:4][CH:3]=2)[CH:15]=[CH:14][CH:13]=1. The yield is 0.860. (5) The reactants are [CH3:1][C@H:2]1[CH2:7][NH:6][C@H:5]([CH3:8])[CH2:4][NH:3]1.CS(O)(=O)=O.C([O-])(=O)C.[K+].Cl[C:20]([O:22][CH2:23][CH3:24])=[O:21]. The catalyst is O.O1CCCC1.C(O)C. The product is [CH3:1][C@H:2]1[CH2:7][NH:6][C@H:5]([CH3:8])[CH2:4][N:3]1[C:20]([O:22][CH2:23][CH3:24])=[O:21]. The yield is 0.740.